From a dataset of Catalyst prediction with 721,799 reactions and 888 catalyst types from USPTO. Predict which catalyst facilitates the given reaction. (1) Reactant: C[CH2:2][O:3][C:4]([CH3:6])=O.CCCCCC.CC([O-])(C)C.[K+].[Br:19][CH2:20][C:21]1[CH:30]=[CH:29][C:28]2[C:23](=[CH:24][CH:25]=C(CBr)[CH:27]=2)[CH:22]=1.O. Product: [Br:19][CH2:20][C:21]1[CH:30]=[CH:29][C:28]2[C:23](=[CH:24][CH:25]=[C:6]([CH2:4][O:3][CH3:2])[CH:27]=2)[CH:22]=1. The catalyst class is: 1. (2) Reactant: [F:1][C:2]1[CH:7]=[CH:6][C:5]([C:8]([OH:28])([CH2:25][CH:26]=[CH2:27])[CH2:9][CH2:10][NH:11][C@H:12]2[CH2:17][CH2:16][CH2:15][N:14]([C:18]([O:20][C:21]([CH3:24])([CH3:23])[CH3:22])=[O:19])[CH2:13]2)=[CH:4][CH:3]=1.C(N(CC)CC)C.Cl[C:37](Cl)([O:39]C(=O)OC(Cl)(Cl)Cl)Cl.O. Product: [CH2:25]([C:8]1([C:5]2[CH:4]=[CH:3][C:2]([F:1])=[CH:7][CH:6]=2)[O:28][C:37](=[O:39])[N:11]([C@H:12]2[CH2:17][CH2:16][CH2:15][N:14]([C:18]([O:20][C:21]([CH3:23])([CH3:24])[CH3:22])=[O:19])[CH2:13]2)[CH2:10][CH2:9]1)[CH:26]=[CH2:27]. The catalyst class is: 2. (3) Reactant: [F:1][C:2]1[CH:3]=[C:4]([OH:11])[CH:5]=[CH:6][C:7]=1[N+:8]([O-:10])=[O:9].[F:12][C:13]1[CH:20]=[CH:19][C:16]([CH2:17]Br)=[CH:15][CH:14]=1.C(=O)([O-])[O-].[K+].[K+]. Product: [F:1][C:2]1[CH:3]=[C:4]([O:11][CH2:17][C:16]2[CH:19]=[CH:20][C:13]([F:12])=[CH:14][CH:15]=2)[CH:5]=[CH:6][C:7]=1[N+:8]([O-:10])=[O:9]. The catalyst class is: 21. (4) Reactant: [OH:1][C:2]1[CH:3]=[C:4]([O:15][C:16]2[CH:21]=[CH:20][C:19]([S:22]([CH3:25])(=[O:24])=[O:23])=[CH:18][N:17]=2)[CH:5]=[C:6]2[C:10]=1[NH:9][C:8]([C:11]([O:13][CH3:14])=[O:12])=[CH:7]2.C(P(CCCC)CCCC)CCC.N(C(N1CCCCC1)=O)=NC(N1CCCCC1)=O.[CH3:57][O:58][CH2:59][CH:60](O)[CH2:61][O:62][CH3:63]. Product: [CH3:57][O:58][CH2:59][CH:60]([CH2:61][O:62][CH3:63])[O:1][C:2]1[CH:3]=[C:4]([O:15][C:16]2[CH:21]=[CH:20][C:19]([S:22]([CH3:25])(=[O:24])=[O:23])=[CH:18][N:17]=2)[CH:5]=[C:6]2[C:10]=1[NH:9][C:8]([C:11]([O:13][CH3:14])=[O:12])=[CH:7]2. The catalyst class is: 7. (5) Reactant: [Cl:1][C:2]1[C:7]([C:8]2[CH:9]=[N:10][C:11]3[NH:12][CH2:13][CH2:14][CH2:15][C:16]=3[CH:17]=2)=[CH:6][N:5]=[CH:4][C:3]=1[CH2:18][O:19][CH:20]1[CH2:25][CH2:24][N:23]([C:26](=[O:28])[CH3:27])[CH2:22][CH2:21]1.N1C=CC=CC=1.[C:35](Cl)(=[O:37])[CH3:36].C([O-])(O)=O.[Na+]. Product: [C:35]([N:12]1[C:11]2[N:10]=[CH:9][C:8]([C:7]3[C:2]([Cl:1])=[C:3]([CH2:18][O:19][CH:20]4[CH2:25][CH2:24][N:23]([C:26](=[O:28])[CH3:27])[CH2:22][CH2:21]4)[CH:4]=[N:5][CH:6]=3)=[CH:17][C:16]=2[CH2:15][CH2:14][CH2:13]1)(=[O:37])[CH3:36]. The catalyst class is: 34. (6) Reactant: Cl[C:2]1[N:7]=[C:6]([NH:8][C:9]([C:11]2([C:14]3[CH:15]=[CH:16][C:17]4[O:21][CH2:20][CH2:19][C:18]=4[CH:22]=3)[CH2:13][CH2:12]2)=[O:10])[CH:5]=[C:4]([CH3:23])[C:3]=1[CH3:24].[CH3:25][O:26][C:27]1[C:32](B(O)O)=[CH:31][CH:30]=[CH:29][N:28]=1.C([O-])([O-])=O.[Na+].[Na+]. Product: [O:21]1[C:17]2[CH:16]=[CH:15][C:14]([C:11]3([C:9]([NH:8][C:6]4[N:7]=[C:2]([C:32]5[C:27]([O:26][CH3:25])=[N:28][CH:29]=[CH:30][CH:31]=5)[C:3]([CH3:24])=[C:4]([CH3:23])[CH:5]=4)=[O:10])[CH2:13][CH2:12]3)=[CH:22][C:18]=2[CH2:19][CH2:20]1. The catalyst class is: 853.